This data is from Catalyst prediction with 721,799 reactions and 888 catalyst types from USPTO. The task is: Predict which catalyst facilitates the given reaction. (1) Reactant: [Cl:1][C:2]1[CH:7]=[CH:6][C:5]([C@H:8]2[CH2:13][C@@H:12]([C:14](=[O:21])[CH2:15][C:16](OCC)=[O:17])[CH2:11][CH2:10][N:9]2[C:22]([O:24][CH3:25])=[O:23])=[C:4]([F:26])[CH:3]=1.[OH-].[Na+].[NH2:29]O.Cl. Product: [Cl:1][C:2]1[CH:7]=[CH:6][C:5]([C@H:8]2[CH2:13][C@@H:12]([C:14]3[O:21][NH:29][C:16](=[O:17])[CH:15]=3)[CH2:11][CH2:10][N:9]2[C:22]([O:24][CH3:25])=[O:23])=[C:4]([F:26])[CH:3]=1. The catalyst class is: 5. (2) Reactant: [F:1][C:2]1[CH:7]=[CH:6][C:5]([C:8]2[O:9][C:10]3[CH:20]=[C:19]([N:21]([CH3:26])[S:22]([CH3:25])(=[O:24])=[O:23])[C:18]([CH:27]4[CH2:32][N:31]([CH3:33])[CH2:30][CH:29]([C:34](O)=[O:35])[CH2:28]4)=[CH:17][C:11]=3[C:12]=2[C:13](=[O:16])[NH:14][CH3:15])=[CH:4][CH:3]=1.C1C=CC2N(O)N=NC=2C=1.CCN=C=NCCCN(C)C.Cl.Cl.[NH2:60][C:61]1[C:66]([F:67])=[CH:65][CH:64]=[CH:63][C:62]=1[OH:68]. Product: [F:67][C:66]1[CH:65]=[CH:64][CH:63]=[C:62]([OH:68])[C:61]=1[NH:60][C:34]([CH:29]1[CH2:28][CH:27]([C:18]2[C:19]([N:21]([CH3:26])[S:22]([CH3:25])(=[O:24])=[O:23])=[CH:20][C:10]3[O:9][C:8]([C:5]4[CH:4]=[CH:3][C:2]([F:1])=[CH:7][CH:6]=4)=[C:12]([C:13](=[O:16])[NH:14][CH3:15])[C:11]=3[CH:17]=2)[CH2:32][N:31]([CH3:33])[CH2:30]1)=[O:35]. The catalyst class is: 18.